The task is: Predict the reactants needed to synthesize the given product.. This data is from Full USPTO retrosynthesis dataset with 1.9M reactions from patents (1976-2016). (1) Given the product [C:26]([C:25]1[CH:28]=[CH:29][C:22]([NH:1][CH2:2][CH2:3][N:4]([CH2:14][CH:15]2[CH2:20][CH2:19][CH2:18][CH2:17][CH2:16]2)[S:5]([C:8]2[CH:13]=[CH:12][CH:11]=[CH:10][N:9]=2)(=[O:7])=[O:6])=[CH:23][CH:24]=1)#[N:27], predict the reactants needed to synthesize it. The reactants are: [NH2:1][CH2:2][CH2:3][N:4]([CH2:14][CH:15]1[CH2:20][CH2:19][CH2:18][CH2:17][CH2:16]1)[S:5]([C:8]1[CH:13]=[CH:12][CH:11]=[CH:10][N:9]=1)(=[O:7])=[O:6].F[C:22]1[CH:29]=[CH:28][C:25]([C:26]#[N:27])=[CH:24][CH:23]=1.CCN(C(C)C)C(C)C.O. (2) Given the product [CH2:17]([C:16]1[C:15]([CH3:19])=[C:14]2[C:10](=[C:9]([O:21][CH2:22][CH2:23][Si:24]([CH3:25])([CH3:26])[CH3:27])[C:8]=1[CH2:7][CH:6]=[C:3]([CH2:4][OH:5])[CH2:1][CH3:2])[C:11](=[O:20])[O:12][CH2:13]2)[CH3:18], predict the reactants needed to synthesize it. The reactants are: [CH2:1]([C:3](=[CH:6][CH2:7][C:8]1[C:9]([O:21][CH2:22][CH2:23][Si:24]([CH3:27])([CH3:26])[CH3:25])=[C:10]2[C:14](=[C:15]([CH3:19])[C:16]=1[CH2:17][CH3:18])[CH2:13][O:12][C:11]2=[O:20])[CH:4]=[O:5])[CH3:2].[BH4-].[Li+]. (3) Given the product [N+:35]([C:38]1[CH:39]=[C:40]([CH:43]=[CH:44][CH:45]=1)[CH2:41][NH:42][C:14]([C:5]1[CH:6]=[C:7]([C:8]2[CH:9]=[CH:10][CH:11]=[CH:12][CH:13]=2)[C:2]([F:1])=[CH:3][C:4]=1[O:17][CH3:18])=[O:16])([O-:37])=[O:36], predict the reactants needed to synthesize it. The reactants are: [F:1][C:2]1[C:7]([C:8]2[CH:13]=[CH:12][CH:11]=[CH:10][CH:9]=2)=[CH:6][C:5]([C:14]([OH:16])=O)=[C:4]([O:17][CH3:18])[CH:3]=1.C(Cl)(=O)C(Cl)=O.C(N(C(C)C)CC)(C)C.Cl.[N+:35]([C:38]1[CH:39]=[C:40]([CH:43]=[CH:44][CH:45]=1)[CH2:41][NH2:42])([O-:37])=[O:36].